This data is from Forward reaction prediction with 1.9M reactions from USPTO patents (1976-2016). The task is: Predict the product of the given reaction. (1) Given the reactants [CH3:1][C:2]1[O:6][N:5]=[CH:4][C:3]=1[C:7]([OH:9])=O.P(Cl)(OCC)(OCC)=O.[NH2:19][CH2:20][C:21]1[CH:22]=[CH:23][C:24]2[S:29][C:28]3[N:30]=[CH:31][CH:32]=[N:33][C:27]=3[N:26]([CH2:34][O:35][CH3:36])[C:25]=2[CH:37]=1.[Cl-].[NH4+], predict the reaction product. The product is: [CH3:36][O:35][CH2:34][N:26]1[C:25]2[CH:37]=[C:21]([CH2:20][NH:19][C:7]([C:3]3[CH:4]=[N:5][O:6][C:2]=3[CH3:1])=[O:9])[CH:22]=[CH:23][C:24]=2[S:29][C:28]2[N:30]=[CH:31][CH:32]=[N:33][C:27]1=2. (2) Given the reactants FC(F)(F)C1C=C(S([N:12]2[CH2:16][C@H:15]3[C@H:17]([NH2:20])[CH2:18][CH2:19][C@H:14]3[CH2:13]2)(=O)=O)C=CC=1.[CH:23](=O)[C:24]([CH3:27])(C)[CH3:25], predict the reaction product. The product is: [CH2:25]([N:12]1[CH2:16][C@@H:15]2[C@@H:17]([NH:20][CH:18]([CH3:19])[CH3:17])[CH2:18][CH2:19][C@@H:14]2[CH2:13]1)[C:24]1[CH:27]=[CH:15][CH:14]=[CH:13][CH:23]=1. (3) Given the reactants [CH3:1][C:2]1[CH:7]=[C:6](B(O)O)[CH:5]=[CH:4][N:3]=1.Cl[C:12]1[CH:17]=[CH:16][C:15]([CH2:18][NH2:19])=[CH:14][C:13]=1[F:20].[O-]P([O-])([O-])=O.[K+].[K+].[K+], predict the reaction product. The product is: [F:20][C:13]1[CH:14]=[C:15]([CH2:18][NH2:19])[CH:16]=[CH:17][C:12]=1[C:6]1[CH:5]=[CH:4][N:3]=[C:2]([CH3:1])[CH:7]=1. (4) Given the reactants [F:1][C:2]([F:54])([F:53])[C:3]1[CH:4]=[C:5]([C@H:13]2[O:17][C:16](=[O:18])[N:15]([CH2:19][C:20]3[C:25]([C:26]4[CH:27]=[C:28]([C:33]5[CH:45]=[CH:44][C:36]([C:37]([O:39]C(C)(C)C)=[O:38])=[CH:35][C:34]=5[CH3:46])[CH:29]=[N:30][C:31]=4[CH3:32])=[CH:24][N:23]=[C:22]([N:47]4[CH2:50][CH:49]([F:51])[CH2:48]4)[N:21]=3)[C@H:14]2[CH3:52])[CH:6]=[C:7]([C:9]([F:12])([F:11])[F:10])[CH:8]=1.C(O)(C(F)(F)F)=O, predict the reaction product. The product is: [F:12][C:9]([F:10])([F:11])[C:7]1[CH:6]=[C:5]([C@H:13]2[O:17][C:16](=[O:18])[N:15]([CH2:19][C:20]3[C:25]([C:26]4[CH:27]=[C:28]([C:33]5[CH:45]=[CH:44][C:36]([C:37]([OH:39])=[O:38])=[CH:35][C:34]=5[CH3:46])[CH:29]=[N:30][C:31]=4[CH3:32])=[CH:24][N:23]=[C:22]([N:47]4[CH2:50][CH:49]([F:51])[CH2:48]4)[N:21]=3)[C@H:14]2[CH3:52])[CH:4]=[C:3]([C:2]([F:54])([F:53])[F:1])[CH:8]=1. (5) Given the reactants [NH2:1][CH2:2][C:3]1[C:12]2[C:7](=[CH:8][CH:9]=[CH:10][CH:11]=2)[C:6](=[O:13])[N:5]([NH:14][C:15](=[O:24])[CH2:16][C:17]2[CH:22]=[CH:21][C:20]([Cl:23])=[CH:19][CH:18]=2)[N:4]=1.[C:25](Cl)(=[O:32])[O:26][CH2:27][C:28]([F:31])([F:30])[F:29], predict the reaction product. The product is: [F:29][C:28]([F:31])([F:30])[CH2:27][O:26][C:25](=[O:32])[NH:1][CH2:2][C:3]1[C:12]2[C:7](=[CH:8][CH:9]=[CH:10][CH:11]=2)[C:6](=[O:13])[N:5]([NH:14][C:15](=[O:24])[CH2:16][C:17]2[CH:18]=[CH:19][C:20]([Cl:23])=[CH:21][CH:22]=2)[N:4]=1. (6) Given the reactants [H-].[Al+3].[Li+].[H-].[H-].[H-].[CH:7]([NH:9][C:10]1[CH:15]=[C:14]([CH3:16])[CH:13]=[CH:12][C:11]=1[CH2:17][C:18](=O)[CH:19]([CH3:21])[CH3:20])=[CH2:8], predict the reaction product. The product is: [CH:7]([NH:9][C:10]1[CH:15]=[C:14]([CH3:16])[CH:13]=[CH:12][C:11]=1[CH2:17][CH2:18][CH:19]([CH3:21])[CH3:20])=[CH2:8]. (7) Given the reactants [C:1]([C:9]1[CH:14]=[CH:13][C:12]([CH:15]2[CH2:19][CH2:18][C:17](=[O:20])[CH2:16]2)=[CH:11][CH:10]=1)#[C:2][CH2:3][CH2:4][CH2:5][CH2:6][CH2:7][CH3:8], predict the reaction product. The product is: [CH2:1]([C:9]1[CH:14]=[CH:13][C:12]([CH:15]2[CH2:19][CH2:18][C:17](=[O:20])[CH2:16]2)=[CH:11][CH:10]=1)[CH2:2][CH2:3][CH2:4][CH2:5][CH2:6][CH2:7][CH3:8]. (8) Given the reactants [F:1][C:2]1([F:13])[C:11]2[C:6](=[CH:7][CH:8]=[C:9]([F:12])[CH:10]=2)[CH2:5][CH2:4][CH2:3]1.IN1C(=O)[CH2:18][CH2:17][C:16]1=O.F.FC1C=C2C(CCCC32SCCS3)=CC=1.S([O-])([O-])(=[O:40])=S.[Na+].[Na+], predict the reaction product. The product is: [F:13][C:2]1([F:1])[C:11]2[C:6](=[CH:7][CH:8]=[C:9]([F:12])[CH:10]=2)[C@H:5]([CH:17]([CH3:18])[CH3:16])[C:4](=[O:40])[CH2:3]1.